Dataset: NCI-60 drug combinations with 297,098 pairs across 59 cell lines. Task: Regression. Given two drug SMILES strings and cell line genomic features, predict the synergy score measuring deviation from expected non-interaction effect. (1) Drug 1: C1CCN(CC1)CCOC2=CC=C(C=C2)C(=O)C3=C(SC4=C3C=CC(=C4)O)C5=CC=C(C=C5)O. Drug 2: CC1C(C(CC(O1)OC2CC(CC3=C2C(=C4C(=C3O)C(=O)C5=C(C4=O)C(=CC=C5)OC)O)(C(=O)CO)O)N)O.Cl. Cell line: LOX IMVI. Synergy scores: CSS=48.5, Synergy_ZIP=1.33, Synergy_Bliss=0.275, Synergy_Loewe=0.161, Synergy_HSA=0.464. (2) Drug 1: CC12CCC(CC1=CCC3C2CCC4(C3CC=C4C5=CN=CC=C5)C)O. Drug 2: C1C(C(OC1N2C=C(C(=O)NC2=O)F)CO)O. Cell line: CAKI-1. Synergy scores: CSS=32.1, Synergy_ZIP=7.21, Synergy_Bliss=7.28, Synergy_Loewe=6.72, Synergy_HSA=9.03.